From a dataset of M1 muscarinic receptor antagonist screen with 61,756 compounds. Binary Classification. Given a drug SMILES string, predict its activity (active/inactive) in a high-throughput screening assay against a specified biological target. (1) The compound is O=C1N(C(=O)CC1Nc1cc(OC)ccc1)CCc1ccccc1. The result is 0 (inactive). (2) The result is 0 (inactive). The compound is S(CCSCC(=O)c1occc1)CC(=O)c1occc1.